This data is from Catalyst prediction with 721,799 reactions and 888 catalyst types from USPTO. The task is: Predict which catalyst facilitates the given reaction. (1) Reactant: [Cr](O[Cr]([O-])(=O)=O)([O-])(=O)=[O:2].[NH+]1C=CC=CC=1.[NH+]1C=CC=CC=1.[Si:22]([O:29][C:30]1[CH:35]=[C:34]([O:36][Si:37]([C:40]([CH3:43])([CH3:42])[CH3:41])([CH3:39])[CH3:38])[CH:33]=[CH:32][C:31]=1[C@H:44]1[CH2:49][CH2:48][C@H:47]([CH2:50][OH:51])[CH2:46][CH2:45]1)([C:25]([CH3:28])([CH3:27])[CH3:26])([CH3:24])[CH3:23]. Product: [Si:22]([O:29][C:30]1[CH:35]=[C:34]([O:36][Si:37]([C:40]([CH3:42])([CH3:43])[CH3:41])([CH3:39])[CH3:38])[CH:33]=[CH:32][C:31]=1[C@H:44]1[CH2:45][CH2:46][C@H:47]([C:50]([OH:2])=[O:51])[CH2:48][CH2:49]1)([C:25]([CH3:26])([CH3:27])[CH3:28])([CH3:24])[CH3:23]. The catalyst class is: 9. (2) Reactant: [CH3:1][C:2]([O:4][C@H:5]1[C:14]2[C@@:15]3([CH3:30])[C@@H:26]([CH2:27][O:28][CH3:29])[O:25][C:23](=[O:24])[C:17]4=[CH:18][O:19][C:20]([C:21](=[O:22])[C:13]=2[C@@H:8]2[CH2:9][CH2:10][C@H:11]([OH:12])[C@@:7]2([CH3:31])[CH2:6]1)=[C:16]34)=[O:3].[C:32]([NH:36][CH2:37][CH2:38][OH:39])([CH3:35])([CH3:34])[CH3:33]. Product: [C:2]([O:4][C@H:5]1[C:14]2[C@:15]3([CH3:30])[C:16](/[C:17](=[CH:18]\[N:36]([C:32]([CH3:35])([CH3:34])[CH3:33])[CH2:37][CH2:38][OH:39])/[C:23](=[O:24])[O:25][C@@H:26]3[CH2:27][O:28][CH3:29])=[C:20]([OH:19])[C:21](=[O:22])[C:13]=2[CH:8]2[C@@:7]([CH3:31])([C@@H:11]([OH:12])[CH2:10][CH2:9]2)[CH2:6]1)(=[O:3])[CH3:1]. The catalyst class is: 2. (3) Reactant: [CH3:1][O:2][C:3]1[C:11]2[O:10][C:9]([CH3:13])([CH3:12])[CH2:8][C:7]=2[CH:6]=[C:5]([CH:14]=O)[CH:4]=1.Cl.[NH2:17]O.[OH-].[K+]. Product: [CH3:1][O:2][C:3]1[C:11]2[O:10][C:9]([CH3:13])([CH3:12])[CH2:8][C:7]=2[CH:6]=[C:5]([C:14]#[N:17])[CH:4]=1. The catalyst class is: 106. (4) Reactant: Br[C:2]1[C:15](Br)=[CH:14][C:13]2[CH:12]([CH3:17])[C:11]3[C:6](=[CH:7][CH:8]=[CH:9][CH:10]=3)[CH:5]([CH3:18])[C:4]=2[CH:3]=1.O.O.[Sn](Cl)Cl.Cl.O. Product: [CH3:18][C:5]1[C:6]2[C:11]([C:12]([CH3:17])=[C:13]3[C:4]=1[CH:3]=[CH:2][CH:15]=[CH:14]3)=[CH:10][CH:9]=[CH:8][CH:7]=2. The catalyst class is: 15. (5) Product: [ClH:65].[NH2:54][CH2:53][C@H:50]1[CH2:51][CH2:52][C@H:47]([C:45]([NH:44][C@H:29]([C:30](=[O:43])[NH:31][C:32]2[CH:37]=[CH:36][C:35]([C:38]3[N:39]=[N:40][NH:41][N:42]=3)=[CH:34][CH:33]=2)[CH2:28][C:25]2[CH:24]=[CH:23][C:22]([C:19]3[CH:20]=[CH:21][C:16]([C:14]([NH:13][CH2:12][CH2:11][N:10]([CH2:8][CH3:9])[CH2:63][CH3:64])=[O:15])=[CH:17][C:18]=3[CH3:62])=[CH:27][CH:26]=2)=[O:46])[CH2:48][CH2:49]1. Reactant: FC(F)(F)C(O)=O.[CH2:8]([N:10]([CH2:63][CH3:64])[CH2:11][CH2:12][NH:13][C:14]([C:16]1[CH:21]=[CH:20][C:19]([C:22]2[CH:27]=[CH:26][C:25]([CH2:28][C@H:29]([NH:44][C:45]([C@H:47]3[CH2:52][CH2:51][C@H:50]([CH2:53][NH:54]C(=O)OC(C)(C)C)[CH2:49][CH2:48]3)=[O:46])[C:30](=[O:43])[NH:31][C:32]3[CH:37]=[CH:36][C:35]([C:38]4[N:39]=[N:40][NH:41][N:42]=4)=[CH:34][CH:33]=3)=[CH:24][CH:23]=2)=[C:18]([CH3:62])[CH:17]=1)=[O:15])[CH3:9].[ClH:65]. The catalyst class is: 12. (6) Reactant: Br[C:2]1[CH:3]=[CH:4][C:5]([OH:31])=[C:6]([C:8]2[N:17]=[C:16]([NH:18][C@H:19]3[CH2:23][CH2:22][N:21](C(OC(C)(C)C)=O)[CH2:20]3)[C:15]3[C:10](=[CH:11][CH:12]=[CH:13][CH:14]=3)[N:9]=2)[CH:7]=1.[F:32][C:33]1[CH:38]=[CH:37][C:36](B(O)O)=[CH:35][CH:34]=1.P([O-])([O-])([O-])=O.[K+].[K+].[K+].O. Product: [F:32][C:33]1[CH:38]=[CH:37][C:36]([C:2]2[CH:3]=[CH:4][C:5]([OH:31])=[C:6]([C:8]3[N:17]=[C:16]([NH:18][C@H:19]4[CH2:23][CH2:22][NH:21][CH2:20]4)[C:15]4[C:10](=[CH:11][CH:12]=[CH:13][CH:14]=4)[N:9]=3)[CH:7]=2)=[CH:35][CH:34]=1. The catalyst class is: 44. (7) Reactant: [O:1]1[C:5]2=[CH:6][C:7]3[CH2:8][CH2:9][N:10](C[N:10]4[CH2:9][CH2:8][C:7]5[CH:6]=[C:5]6[O:1][CH2:2][O:3][C:4]6=[CH:13][C:12]=5[CH2:11]4)[CH2:11][C:12]=3[CH:13]=[C:4]2[O:3][CH2:2]1.[ClH:28]. Product: [ClH:28].[O:1]1[C:5]2=[CH:6][C:7]3[CH2:8][CH2:9][NH:10][CH2:11][C:12]=3[CH:13]=[C:4]2[O:3][CH2:2]1. The catalyst class is: 41. (8) Reactant: [O:1]([C:8]1[CH:9]=[C:10]([CH:14]=[CH:15][CH:16]=1)[C:11]([OH:13])=O)[C:2]1[CH:7]=[CH:6][CH:5]=[CH:4][CH:3]=1.Cl.[Cl:18][C:19]1[CH:20]=[C:21]2[C:25](=[CH:26][CH:27]=1)[NH:24][CH:23]=[C:22]2[CH2:28][CH2:29][NH2:30].CN(C(ON1N=NC2C=CC=NC1=2)=[N+](C)C)C.F[P-](F)(F)(F)(F)F. Product: [Cl:18][C:19]1[CH:20]=[C:21]2[C:25](=[CH:26][CH:27]=1)[NH:24][CH:23]=[C:22]2[CH2:28][CH2:29][NH:30][C:11](=[O:13])[C:10]1[CH:14]=[CH:15][CH:16]=[C:8]([O:1][C:2]2[CH:3]=[CH:4][CH:5]=[CH:6][CH:7]=2)[CH:9]=1. The catalyst class is: 3. (9) Reactant: [Li][CH2:2]CCC.Br[C:7]1[CH:15]=[C:14]([Br:16])[CH:13]=[C:12]([F:17])[C:8]=1[C:9]([OH:11])=[O:10].C=O. Product: [Br:16][C:14]1[CH:13]=[C:12]([F:17])[C:8]2[C:9](=[O:10])[O:11][CH2:2][C:7]=2[CH:15]=1. The catalyst class is: 25.